Dataset: Forward reaction prediction with 1.9M reactions from USPTO patents (1976-2016). Task: Predict the product of the given reaction. (1) Given the reactants C([O:5][C:6]([CH:8]1[CH2:13][CH2:12][N:11]([C:14]2[C:24]([C:25]#[N:26])=[CH:23][C:17]([C:18]([O:20][CH2:21][CH3:22])=[O:19])=[C:16]([CH2:27][N:28]3[CH2:32][CH2:31][CH2:30][C:29]3=[O:33])[N:15]=2)[CH2:10][CH2:9]1)=[O:7])(C)(C)C.FC(F)(F)C(O)=O, predict the reaction product. The product is: [C:25]([C:24]1[C:14]([N:11]2[CH2:12][CH2:13][CH:8]([C:6]([OH:7])=[O:5])[CH2:9][CH2:10]2)=[N:15][C:16]([CH2:27][N:28]2[CH2:32][CH2:31][CH2:30][C:29]2=[O:33])=[C:17]([C:18]([O:20][CH2:21][CH3:22])=[O:19])[CH:23]=1)#[N:26]. (2) Given the reactants C(N(CC)CC)C.[C:8]([NH:15][CH2:16][C:17]1[CH:22]=[CH:21][CH:20]=[C:19]([CH2:23][NH2:24])[CH:18]=1)([O:10][C:11]([CH3:14])([CH3:13])[CH3:12])=[O:9].[Cl:25][C:26]1[C:35]([N+:36]([O-:38])=[O:37])=[C:34](Cl)[C:33]2[C:28](=[CH:29][CH:30]=[CH:31][CH:32]=2)[N:27]=1.O, predict the reaction product. The product is: [Cl:25][C:26]1[C:35]([N+:36]([O-:38])=[O:37])=[C:34]([NH:24][CH2:23][C:19]2[CH:18]=[C:17]([CH:22]=[CH:21][CH:20]=2)[CH2:16][NH:15][C:8](=[O:9])[O:10][C:11]([CH3:14])([CH3:13])[CH3:12])[C:33]2[C:28](=[CH:29][CH:30]=[CH:31][CH:32]=2)[N:27]=1.